The task is: Predict the reactants needed to synthesize the given product.. This data is from Full USPTO retrosynthesis dataset with 1.9M reactions from patents (1976-2016). (1) Given the product [Si:42]([O:41][C@H:40]1[C@@H:39]([O:49][Si:50]([C:53]([CH3:55])([CH3:56])[CH3:54])([CH3:51])[CH3:52])[C@H:38]([N:57]2[CH:62]=[CH:61][C:60](=[O:63])[N:59]([CH2:64][C:65]3[CH:70]=[CH:69][C:68]([O:71][CH3:72])=[CH:67][CH:66]=3)[C:58]2=[O:73])[O:37][CH:36]1[C@H:34]([OH:35])[C@@H:26]([C:27]([O:29][C:30]([CH3:33])([CH3:32])[CH3:31])=[O:28])[NH:25][CH2:21][CH2:20][CH2:19][NH:18][C:17](=[O:23])[C@H:11]([C@@H:12]([OH:16])[CH:13]([CH3:15])[CH3:14])[NH:10][C:9](=[O:24])[O:8][CH2:1][C:2]1[CH:7]=[CH:6][CH:5]=[CH:4][CH:3]=1)([C:45]([CH3:46])([CH3:47])[CH3:48])([CH3:44])[CH3:43], predict the reactants needed to synthesize it. The reactants are: [CH2:1]([O:8][C:9](=[O:24])[NH:10][CH:11]([C:17](=[O:23])[NH:18][CH2:19][CH2:20][CH:21]=O)[CH:12]([OH:16])[CH:13]([CH3:15])[CH3:14])[C:2]1[CH:7]=[CH:6][CH:5]=[CH:4][CH:3]=1.[NH2:25][C@@H:26]([C@H:34]([C@@H:36]1[C@@H:40]([O:41][Si:42]([C:45]([CH3:48])([CH3:47])[CH3:46])([CH3:44])[CH3:43])[C@@H:39]([O:49][Si:50]([C:53]([CH3:56])([CH3:55])[CH3:54])([CH3:52])[CH3:51])[C@H:38]([N:57]2[CH:62]=[CH:61][C:60](=[O:63])[N:59]([CH2:64][C:65]3[CH:70]=[CH:69][C:68]([O:71][CH3:72])=[CH:67][CH:66]=3)[C:58]2=[O:73])[O:37]1)[OH:35])[C:27]([O:29][C:30]([CH3:33])([CH3:32])[CH3:31])=[O:28].C(O[BH-](OC(=O)C)OC(=O)C)(=O)C.[Na+].C(=O)([O-])[O-].[Na+].[Na+]. (2) Given the product [CH:31]([N:29]1[CH2:30][CH:27]([N:7]2[C:3]([CH2:1][CH3:2])=[C:4]([N+:11]([O-:13])=[O:12])[C:5]([C:8]([NH2:10])=[O:9])=[N:6]2)[CH2:28]1)([C:38]1[CH:39]=[CH:40][CH:41]=[CH:42][CH:43]=1)[C:32]1[CH:33]=[CH:34][CH:35]=[CH:36][CH:37]=1, predict the reactants needed to synthesize it. The reactants are: [CH2:1]([C:3]1[NH:7][N:6]=[C:5]([C:8]([NH2:10])=[O:9])[C:4]=1[N+:11]([O-:13])=[O:12])[CH3:2].C(=O)([O-])[O-].[Na+].[Na+].[I-].[Na+].CS(O[CH:27]1[CH2:30][N:29]([CH:31]([C:38]2[CH:43]=[CH:42][CH:41]=[CH:40][CH:39]=2)[C:32]2[CH:37]=[CH:36][CH:35]=[CH:34][CH:33]=2)[CH2:28]1)(=O)=O. (3) The reactants are: ClC1C=CC=C(C(OO)=[O:9])C=1.[Cl:12][C:13]1[N:17]([CH3:18])[N:16]=[C:15]([C:19]2[CH:24]=[CH:23][CH:22]=[CH:21][CH:20]=2)[C:14]=1[CH2:25][S:26][C:27]1[CH2:31][C:30]([CH3:33])([CH3:32])[O:29][N:28]=1.O. Given the product [Cl:12][C:13]1[N:17]([CH3:18])[N:16]=[C:15]([C:19]2[CH:20]=[CH:21][CH:22]=[CH:23][CH:24]=2)[C:14]=1[CH2:25][S:26]([C:27]1[CH2:31][C:30]([CH3:33])([CH3:32])[O:29][N:28]=1)=[O:9], predict the reactants needed to synthesize it. (4) Given the product [Br:17][C:18]1[CH:19]=[C:20]([CH:21]=[C:22]([F:24])[CH:23]=1)[CH2:25][NH:26][C:14]([C@@H:9]1[CH2:10][C:11](=[O:13])[CH2:12][N:8]1[C:6]([O:5][C:1]([CH3:2])([CH3:3])[CH3:4])=[O:7])=[O:16], predict the reactants needed to synthesize it. The reactants are: [C:1]([O:5][C:6]([N:8]1[CH2:12][C:11](=[O:13])[CH2:10][C@H:9]1[C:14]([OH:16])=O)=[O:7])([CH3:4])([CH3:3])[CH3:2].[Br:17][C:18]1[CH:19]=[C:20]([CH2:25][NH2:26])[CH:21]=[C:22]([F:24])[CH:23]=1.CN(C(ON1N=NC2C=CC=NC1=2)=[N+](C)C)C.F[P-](F)(F)(F)(F)F.C(N(CC)C(C)C)(C)C. (5) Given the product [CH2:1]([C:3]1[O:4][C:5]([C:10]2[CH:15]=[CH:14][C:13]([C:16]([F:19])([F:17])[F:18])=[CH:12][CH:11]=2)=[CH:6][C:7]=1[CH:8]([C:20]1[CH:25]=[CH:24][CH:23]=[CH:22][CH:21]=1)[OH:9])[CH3:2], predict the reactants needed to synthesize it. The reactants are: [CH2:1]([C:3]1[O:4][C:5]([C:10]2[CH:15]=[CH:14][C:13]([C:16]([F:19])([F:18])[F:17])=[CH:12][CH:11]=2)=[CH:6][C:7]=1[CH:8]=[O:9])[CH3:2].[C:20]1([Mg]Br)[CH:25]=[CH:24][CH:23]=[CH:22][CH:21]=1.O1CCCC1. (6) Given the product [Br:1][C:2]1[CH:7]=[CH:6][C:5]([C:12]2[CH:17]=[CH:16][C:15]([CH3:18])=[CH:14][N:13]=2)=[CH:4][CH:3]=1, predict the reactants needed to synthesize it. The reactants are: [Br:1][C:2]1[CH:7]=[CH:6][C:5](B(O)O)=[CH:4][CH:3]=1.Br[C:12]1[CH:17]=[CH:16][C:15]([CH3:18])=[CH:14][N:13]=1.C(=O)([O-])[O-].[K+].[K+].COCCOC. (7) Given the product [CH3:1][O:2][S:3]([O-:6])(=[O:5])=[O:4].[OH:37][C:28]1[CH:29]=[CH:30][C:31]2[C:36](=[CH:35][CH:34]=[CH:33][CH:32]=2)[C:27]=1[N:23]=[N:7][C:8]1[CH:9]=[CH:10][C:11]([N:14]([CH3:21])[CH2:15][CH2:16][N+:17]([CH3:20])([CH3:19])[CH3:18])=[CH:12][CH:13]=1, predict the reactants needed to synthesize it. The reactants are: [CH3:1][O:2][S:3]([O-:6])(=[O:5])=[O:4].[NH2:7][C:8]1[CH:13]=[CH:12][C:11]([N:14]([CH3:21])[CH2:15][CH2:16][N+:17]([CH3:20])([CH3:19])[CH3:18])=[CH:10][CH:9]=1.Cl.[N:23]([O-])=O.[Na+].[CH:27]1[C:36]2[C:31](=[CH:32][CH:33]=[CH:34][CH:35]=2)[CH:30]=[CH:29][C:28]=1[OH:37].C(=O)([O-])[O-].[Na+].[Na+].